This data is from Forward reaction prediction with 1.9M reactions from USPTO patents (1976-2016). The task is: Predict the product of the given reaction. (1) Given the reactants [S:1](Cl)([C:4]1[CH:10]=[CH:9][C:7]([CH3:8])=[CH:6][CH:5]=1)(=[O:3])=[O:2].[C:12]1([CH:18]([NH:21][C:22]([C:24]2[CH:25]=[C:26]3[C:30](=[CH:31][CH:32]=2)[NH:29][CH:28]=[CH:27]3)=[O:23])[CH2:19][CH3:20])[CH:17]=[CH:16][CH:15]=[CH:14][CH:13]=1.[OH-].[K+], predict the reaction product. The product is: [C:12]1([CH:18]([NH:21][C:22]([C:24]2[CH:25]=[C:26]3[C:30](=[CH:31][CH:32]=2)[N:29]([S:1]([C:4]2[CH:10]=[CH:9][C:7]([CH3:8])=[CH:6][CH:5]=2)(=[O:3])=[O:2])[CH:28]=[CH:27]3)=[O:23])[CH2:19][CH3:20])[CH:13]=[CH:14][CH:15]=[CH:16][CH:17]=1. (2) The product is: [CH2:1]([O:8][C:9]1[C:10](=[O:17])[CH:11]=[C:12]([CH:15]([OH:16])[C:20]([F:23])([F:22])[F:21])[O:13][CH:14]=1)[C:2]1[CH:3]=[CH:4][CH:5]=[CH:6][CH:7]=1. Given the reactants [CH2:1]([O:8][C:9]1[C:10](=[O:17])[CH:11]=[C:12]([CH:15]=[O:16])[O:13][CH:14]=1)[C:2]1[CH:7]=[CH:6][CH:5]=[CH:4][CH:3]=1.C[Si](C)(C)[C:20]([F:23])([F:22])[F:21].[F-].[Cs+].C(OCC)(=O)C, predict the reaction product. (3) Given the reactants [CH3:1][C@@:2]12[C:8]([CH3:10])([CH3:9])[C@@H:5]([CH2:6][CH2:7]1)[C:4](=O)[C:3]2=O.COP([CH2:19][C:20]([C:22]1[CH:23]=[N:24][N:25]([CH3:30])[C:26]=1[CH:27]1[CH2:29][CH2:28]1)=O)(=O)OC.O.[NH2:32][NH2:33], predict the reaction product. The product is: [CH:27]1([C:26]2[N:25]([CH3:30])[N:24]=[CH:23][C:22]=2[C:20]2[CH:19]=[C:4]3[C:3]([C@:2]4([CH3:1])[C:8]([CH3:10])([CH3:9])[C@H:5]3[CH2:6][CH2:7]4)=[N:33][N:32]=2)[CH2:29][CH2:28]1. (4) Given the reactants CCCC[N+](CCCC)(CCCC)CCCC.[F-:18].[Cl:19][C:20]1[CH:21]=[CH:22][C:23]([O:28][CH2:29][C:30]([CH2:32]I)=[CH2:31])=[C:24]([CH:27]=1)[CH:25]=[O:26], predict the reaction product. The product is: [Cl:19][C:20]1[CH:21]=[CH:22][C:23]([O:28][CH2:29][C:30]([CH2:32][F:18])=[CH2:31])=[C:24]([CH:27]=1)[CH:25]=[O:26]. (5) Given the reactants [CH3:1][N:2]([CH:28]1[C:37]2[N:36]=[CH:35][CH:34]=[CH:33][C:32]=2[CH2:31][CH2:30][CH2:29]1)[CH2:3][C:4](NC1C=CC=CC=1N[C@H]1CC[C@H](NC(=O)OC(C)(C)C)CC1)=[O:5].[NH2:38][C:39]1[CH:44]=[CH:43][CH:42]=[CH:41][C:40]=1[NH:45][CH2:46][CH2:47][C:48]1[CH:53]=[CH:52][CH:51]=[CH:50][N:49]=1.CN(C1C2N=CC=CC=2CCC1)CC(O)=O, predict the reaction product. The product is: [CH3:1][N:2]([CH:28]1[C:37]2[N:36]=[CH:35][CH:34]=[CH:33][C:32]=2[CH2:31][CH2:30][CH2:29]1)[CH2:3][C:4]([NH:38][C:39]1[CH:44]=[CH:43][CH:42]=[CH:41][C:40]=1[NH:45][CH2:46][CH2:47][C:48]1[CH:53]=[CH:52][CH:51]=[CH:50][N:49]=1)=[O:5]. (6) Given the reactants [CH2:1]([N:5]1[CH2:10][CH2:9][CH2:8][CH2:7][C:6]1=[O:11])[CH:2]([CH3:4])[CH3:3].CS(O)(=O)=[O:14], predict the reaction product. The product is: [CH2:1]([NH:5][CH2:10][CH2:9][CH2:8][CH2:7][C:6]([OH:11])=[O:14])[CH:2]([CH3:4])[CH3:3]. (7) Given the reactants [Si](O[CH2:9][C:10]1[CH:11]=[C:12]([CH:16]=[O:17])[O:13][C:14]=1[CH3:15])(C(C)(C)C)(C)C.C1COCC1.Cl.P(Br)(Br)[Br:25], predict the reaction product. The product is: [Br:25][CH2:9][C:10]1[CH:11]=[C:12]([CH:16]=[O:17])[O:13][C:14]=1[CH3:15]. (8) Given the reactants [O:1]1[C:5]2[CH:6]=[CH:7][C:8]([C:10]([NH2:12])=[NH:11])=[CH:9][C:4]=2[O:3][CH2:2]1.[Cl:13][C:14]1[CH:25]=[C:24]([Cl:26])[CH:23]=[CH:22][C:15]=1[CH:16]=[C:17]([C:20]#[N:21])[C:18]#[N:19], predict the reaction product. The product is: [NH2:21][CH2:20][C:17]1[C:18]([NH2:19])=[N:11][C:10]([C:8]2[CH:7]=[CH:6][C:5]3[O:1][CH2:2][O:3][C:4]=3[CH:9]=2)=[N:12][C:16]=1[C:15]1[CH:22]=[CH:23][C:24]([Cl:26])=[CH:25][C:14]=1[Cl:13]. (9) Given the reactants [C:1]([O:5][C:6](=[O:17])[N:7]([C:9]1[CH:10]=[N:11][C:12](Cl)=[CH:13][C:14]=1[I:15])[CH3:8])([CH3:4])([CH3:3])[CH3:2].[OH:18][CH2:19][C@@H:20]1[CH2:24][C@@H:23]([OH:25])[CH2:22][NH:21]1, predict the reaction product. The product is: [C:1]([O:5][C:6](=[O:17])[N:7]([C:9]1[CH:10]=[N:11][C:12]([N:21]2[CH2:22][C@H:23]([OH:25])[CH2:24][C@H:20]2[CH2:19][OH:18])=[CH:13][C:14]=1[I:15])[CH3:8])([CH3:4])([CH3:3])[CH3:2]. (10) Given the reactants [C:1]([O:7][CH2:8][CH3:9])(=[O:6])[CH2:2][C:3]([O-:5])=O.N1[CH:16]=[CH:21][CH:20]=[CH:19][C:18]=1[C:16]1[CH:21]=[CH:20][CH:19]=[CH:18]N=1.C([Li])CCC.C1(C(Cl)=O)CCCC1.Cl, predict the reaction product. The product is: [CH:18]1([C:3](=[O:5])[CH2:2][C:1]([O:7][CH2:8][CH3:9])=[O:6])[CH2:19][CH2:20][CH2:21][CH2:16]1.